From a dataset of Catalyst prediction with 721,799 reactions and 888 catalyst types from USPTO. Predict which catalyst facilitates the given reaction. (1) Reactant: [Cl:1][C:2]1[CH:3]=[C:4]([CH:7]=[C:8]([Cl:19])[C:9]=1[O:10][C:11]1[CH:16]=[CH:15][C:14]([O:17][CH3:18])=[CH:13][CH:12]=1)[CH:5]=O.Cl.[NH2:21][OH:22].C([BH3-])#N.[Na+].[C:27]([OH:30])(=O)C. Product: [Cl:1][C:2]1[CH:3]=[C:4]([CH:7]=[C:8]([Cl:19])[C:9]=1[O:10][C:11]1[CH:16]=[CH:15][C:14]([O:17][CH3:18])=[CH:13][CH:12]=1)[CH2:5][N:21]([OH:22])[CH:27]=[O:30]. The catalyst class is: 17. (2) Reactant: [OH:1][CH2:2][C@H:3]1[O:8][CH2:7][CH2:6][N:5]([C:9]([O:11][C:12]([CH3:15])([CH3:14])[CH3:13])=[O:10])[CH2:4]1.C(N(CC)CC)C.[S:23](Cl)([CH3:26])(=[O:25])=[O:24]. Product: [CH3:26][S:23]([O:1][CH2:2][C@H:3]1[O:8][CH2:7][CH2:6][N:5]([C:9]([O:11][C:12]([CH3:15])([CH3:14])[CH3:13])=[O:10])[CH2:4]1)(=[O:25])=[O:24]. The catalyst class is: 4.